Dataset: Reaction yield outcomes from USPTO patents with 853,638 reactions. Task: Predict the reaction yield, written as a fraction of the theoretical maximum amount of product (1.0 means a 100% yield; for example, 0.34 means a 34% yield). (1) The reactants are Cl[C:2]1[N:3]=[CH:4][C:5]2[S:10][CH:9]=[C:8]([C:11]3[CH:12]=[C:13]([CH:20]=[CH:21][CH:22]=3)[C:14]([NH:16][CH:17]3[CH2:19][CH2:18]3)=[O:15])[C:6]=2[N:7]=1.[CH2:23]([N:25]1[CH2:30][CH2:29][N:28]([C:31]2[N:36]=[CH:35][C:34]([NH2:37])=[CH:33][CH:32]=2)[CH2:27][CH2:26]1)[CH3:24]. No catalyst specified. The product is [CH:17]1([NH:16][C:14](=[O:15])[C:13]2[CH:20]=[CH:21][CH:22]=[C:11]([C:8]3[C:6]4[N:7]=[C:2]([NH:37][C:34]5[CH:35]=[N:36][C:31]([N:28]6[CH2:29][CH2:30][N:25]([CH2:23][CH3:24])[CH2:26][CH2:27]6)=[CH:32][CH:33]=5)[N:3]=[CH:4][C:5]=4[S:10][CH:9]=3)[CH:12]=2)[CH2:19][CH2:18]1. The yield is 0.500. (2) The reactants are [C:1]([N:4]1[C:13]2[C:8](=[CH:9][C:10]([O:17][CH3:18])=[C:11]([N+:14]([O-])=O)[CH:12]=2)[CH2:7][CH2:6][CH2:5]1)(=[O:3])[CH3:2]. The catalyst is C(OCC)(=O)C.[Pd]. The product is [C:1]([N:4]1[C:13]2[C:8](=[CH:9][C:10]([O:17][CH3:18])=[C:11]([NH2:14])[CH:12]=2)[CH2:7][CH2:6][CH2:5]1)(=[O:3])[CH3:2]. The yield is 0.880. (3) The reactants are C([S:3]([C:6]1[CH:13]=CC([N+]([O-])=O)=C[C:7]=1C#N)(=[O:5])=[O:4])C.F[C:18]1[CH:25]=[CH:24][C:23]([N+:26]([O-:28])=[O:27])=[CH:22][C:19]=1[C:20]#[N:21].[CH3:29]C(S)(C)C.C1C=C(Cl)C=C(C(OO)=O)C=1. No catalyst specified. The product is [C:6]([S:3]([C:18]1[CH:25]=[CH:24][C:23]([N+:26]([O-:28])=[O:27])=[CH:22][C:19]=1[C:20]#[N:21])(=[O:5])=[O:4])([CH3:13])([CH3:29])[CH3:7]. The yield is 0.880. (4) The reactants are Cl.CN(C)CCCN=C=NCC.C(N(C(C)C)CC)(C)C.[C:22]1([C:28]#[C:29][C:30]2[CH:31]=[N:32][CH:33]=[C:34]([CH:38]=2)[C:35](O)=[O:36])[CH:27]=[CH:26][CH:25]=[CH:24][CH:23]=1.Cl.[CH3:40][NH:41][O:42][CH3:43]. The catalyst is O1CCCC1. The product is [CH3:43][O:42][N:41]([CH3:40])[C:35](=[O:36])[C:34]1[CH:38]=[C:30]([C:29]#[C:28][C:22]2[CH:27]=[CH:26][CH:25]=[CH:24][CH:23]=2)[CH:31]=[N:32][CH:33]=1. The yield is 0.670. (5) The reactants are [CH3:1][C:2]([CH3:29])([CH2:26][CH:27]=[CH2:28])[C:3]([C:5]1[C:13]2[C:8](=[N:9][CH:10]=[C:11]([C:14]3[CH:19]=[C:18]([O:20][CH3:21])[C:17]([O:22][CH3:23])=[C:16]([O:24][CH3:25])[CH:15]=3)[N:12]=2)[NH:7][CH:6]=1)=[O:4].C(O)C. The catalyst is [Pd].CO. The product is [CH3:1][C:2]([CH3:29])([CH2:26][CH2:27][CH3:28])[C:3]([C:5]1[C:13]2[C:8](=[N:9][CH:10]=[C:11]([C:14]3[CH:19]=[C:18]([O:20][CH3:21])[C:17]([O:22][CH3:23])=[C:16]([O:24][CH3:25])[CH:15]=3)[N:12]=2)[NH:7][CH:6]=1)=[O:4]. The yield is 0.530. (6) The reactants are [CH3:1][C@H:2]1[N:7]([C:8]([O:10][CH2:11][C:12]2[CH:17]=[CH:16][CH:15]=[CH:14][CH:13]=2)=[O:9])[CH2:6][C@@H:5]([C:18]([O:20]C)=[O:19])[CH2:4][CH2:3]1.[Li+].[OH-].O. The catalyst is C1COCC1.O. The product is [CH2:11]([O:10][C:8]([N:7]1[C@H:2]([CH3:1])[CH2:3][CH2:4][C@H:5]([C:18]([OH:20])=[O:19])[CH2:6]1)=[O:9])[C:12]1[CH:13]=[CH:14][CH:15]=[CH:16][CH:17]=1. The yield is 0.850. (7) The yield is 0.820. The catalyst is C(O)C. The reactants are CC1C=CC(S(O[CH2:12][C:13]2([OH:27])[C:17]3=[C:18]([Cl:26])[CH:19]=[N:20][C:21]4[CH:22]=[CH:23][C:24](=[O:25])[N:15]([C:16]=43)[CH2:14]2)(=O)=O)=CC=1.[NH:28]1[CH2:33][CH2:32][CH:31]([NH:34][C:35](=[O:41])[O:36][C:37]([CH3:40])([CH3:39])[CH3:38])[CH2:30][CH2:29]1.C(=O)([O-])[O-].[Na+].[Na+]. The product is [Cl:26][C:18]1[CH:19]=[N:20][C:21]2[CH:22]=[CH:23][C:24](=[O:25])[N:15]3[CH2:14][C:13]([CH2:12][N:28]4[CH2:29][CH2:30][CH:31]([NH:34][C:35](=[O:41])[O:36][C:37]([CH3:39])([CH3:38])[CH3:40])[CH2:32][CH2:33]4)([OH:27])[C:17]=1[C:16]=23. (8) The yield is 0.500. The catalyst is C(OCC)(=O)C.[Pd]. The product is [NH:18]1[CH:19]=[C:15]([C:10]2[CH:11]=[CH:12][CH:13]=[CH:14][C:9]=2[OH:8])[N:16]=[N:17]1. The reactants are C([O:8][C:9]1[CH:14]=[CH:13][CH:12]=[CH:11][C:10]=1[C:15]1[N:16]=[N:17][NH:18][CH:19]=1)C1C=CC=CC=1.CO.[H][H]. (9) The reactants are [OH:1][C:2]1[C:9]([CH3:10])=[C:8]([CH3:11])[C:5]([CH:6]=[O:7])=[C:4]([CH3:12])[C:3]=1[CH3:13].[H-].[Na+].[Cl:16][C:17]1[CH:24]=[C:23]([Cl:25])[CH:22]=[CH:21][C:18]=1[CH2:19]Cl.Cl. The catalyst is CN(C)C=O. The product is [Cl:16][C:17]1[CH:24]=[C:23]([Cl:25])[CH:22]=[CH:21][C:18]=1[CH2:19][O:1][C:2]1[C:3]([CH3:13])=[C:4]([CH3:12])[C:5]([CH:6]=[O:7])=[C:8]([CH3:11])[C:9]=1[CH3:10]. The yield is 0.980. (10) The reactants are FC(F)(F)S([O:6][S:7]([C:10]([F:13])([F:12])[F:11])(=[O:9])=[O:8])(=O)=O.Cl[N:17]([C:25]1[C:34]2[C:29](=[CH:30][C:31](O)=[C:32]([O:35][CH3:36])[CH:33]=2)[N:28]=[CH:27][N:26]=1)[C:18]1[CH:23]=[CH:22][CH:21]=[CH:20][C:19]=1[F:24].N1C=CC=CC=1.C(Cl)[Cl:45]. No catalyst specified. The product is [Cl:45][C:21]1[CH:22]=[CH:23][C:18]([NH:17][C:25]2[C:34]3[C:29](=[CH:30][C:31]([O:6][S:7]([C:10]([F:11])([F:12])[F:13])(=[O:8])=[O:9])=[C:32]([O:35][CH3:36])[CH:33]=3)[N:28]=[CH:27][N:26]=2)=[C:19]([F:24])[CH:20]=1. The yield is 0.600.